Dataset: Reaction yield outcomes from USPTO patents with 853,638 reactions. Task: Predict the reaction yield, written as a fraction of the theoretical maximum amount of product (1.0 means a 100% yield; for example, 0.34 means a 34% yield). The reactants are [Br:1][C:2]1[CH:13]=[CH:12][C:5]([CH:6]=NC(C)(C)C)=[C:4](F)[CH:3]=1.[C:15]([O:19][C:20]([N:22]1[CH2:25][CH:24]([OH:26])[CH2:23]1)=[O:21])([CH3:18])([CH3:17])[CH3:16].[H-].[Na+].C([O-])([O-])=[O:30].[Na+].[Na+]. The catalyst is CC(O)=O.O.C1COCC1.CN(C=O)C. The product is [C:15]([O:19][C:20]([N:22]1[CH2:25][CH:24]([O:26][C:4]2[CH:3]=[C:2]([Br:1])[CH:13]=[CH:12][C:5]=2[CH:6]=[O:30])[CH2:23]1)=[O:21])([CH3:18])([CH3:16])[CH3:17]. The yield is 0.820.